Dataset: Reaction yield outcomes from USPTO patents with 853,638 reactions. Task: Predict the reaction yield, written as a fraction of the theoretical maximum amount of product (1.0 means a 100% yield; for example, 0.34 means a 34% yield). The reactants are [CH3:1][N:2]1[C:11]2[C:6](=[CH:7][CH:8]=[CH:9][CH:10]=2)[CH2:5][CH2:4][CH2:3]1.[S:12]([Cl:16])(=O)(=[O:14])[OH:13]. The catalyst is ClCCl.O. The product is [CH3:1][N:2]1[C:11]2[C:6](=[CH:7][CH:8]=[C:9]([S:12]([Cl:16])(=[O:14])=[O:13])[CH:10]=2)[CH2:5][CH2:4][CH2:3]1. The yield is 0.0800.